Dataset: Full USPTO retrosynthesis dataset with 1.9M reactions from patents (1976-2016). Task: Predict the reactants needed to synthesize the given product. (1) Given the product [C:1]([C:3]1[CH:4]=[N+:5]([O-:17])[CH:6]=[CH:7][CH:8]=1)#[CH:2], predict the reactants needed to synthesize it. The reactants are: [C:1]([C:3]1[CH:4]=[N:5][CH:6]=[CH:7][CH:8]=1)#[CH:2].ClC1C=CC=C(C(OO)=[O:17])C=1.C([O-])([O-])=O.[Na+].[Na+]. (2) Given the product [O:35]1[CH2:40][CH2:39][N:38]([C:41]2[C:46]([NH:47][C:55]3[C:64]4[C:59](=[CH:60][C:61]([F:65])=[CH:62][CH:63]=4)[N:58]=[C:57]([C:66]4[CH:71]=[C:70]([CH3:72])[CH:69]=[CH:68][N:67]=4)[C:56]=3[CH3:73])=[CH:45][C:44]([N:48]3[CH2:49][CH2:50][O:51][CH2:52][CH2:53]3)=[CH:43][N:42]=2)[CH2:37][CH2:36]1, predict the reactants needed to synthesize it. The reactants are: C1(P(C2CCCCC2)C2C=CC=CC=2C2C(C(C)C)=CC(C(C)C)=CC=2C(C)C)CCCCC1.[O:35]1[CH2:40][CH2:39][N:38]([C:41]2[C:46]([NH2:47])=[CH:45][C:44]([N:48]3[CH2:53][CH2:52][O:51][CH2:50][CH2:49]3)=[CH:43][N:42]=2)[CH2:37][CH2:36]1.Cl[C:55]1[C:64]2[C:59](=[CH:60][C:61]([F:65])=[CH:62][CH:63]=2)[N:58]=[C:57]([C:66]2[CH:71]=[C:70]([CH3:72])[CH:69]=[CH:68][N:67]=2)[C:56]=1[CH3:73].CC(C)([O-])C.[Na+]. (3) Given the product [N:15]1([C:34]2[N:39]=[C:38]([NH:40][C@H:41]3[C:50]4[C:45](=[C:46]([F:51])[CH:47]=[CH:48][CH:49]=4)[O:44][CH2:43][CH2:42]3)[C:37]([N+:52]([O-:54])=[O:53])=[CH:36][N:35]=2)[C:6]2[CH:5]=[CH:4][CH:3]=[CH:2][C:11]=2[N:19]=[CH:14]1, predict the reactants needed to synthesize it. The reactants are: F[C:2]1[CH:3]=[CH:4][CH:5]=[C:6]2[C:11]=1OCC[C@H]2N.Cl[C:14]1[N:19]=C(Cl)C([N+]([O-])=O)=C[N:15]=1.CCN(C(C)C)C(C)C.Cl[C:34]1[N:39]=[C:38]([NH:40][C@H:41]2[C:50]3[C:45](=[C:46]([F:51])[CH:47]=[CH:48][CH:49]=3)[O:44][CH2:43][CH2:42]2)[C:37]([N+:52]([O-:54])=[O:53])=[CH:36][N:35]=1.